Dataset: TCR-epitope binding with 47,182 pairs between 192 epitopes and 23,139 TCRs. Task: Binary Classification. Given a T-cell receptor sequence (or CDR3 region) and an epitope sequence, predict whether binding occurs between them. (1) The epitope is GTSGSPIINR. The TCR CDR3 sequence is CASSQDPGLNTEAFF. Result: 1 (the TCR binds to the epitope). (2) The epitope is YVLDHLIVV. The TCR CDR3 sequence is CASSLGTNYEQYF. Result: 0 (the TCR does not bind to the epitope). (3) Result: 1 (the TCR binds to the epitope). The TCR CDR3 sequence is CASSPNLGQGAPNYGYTF. The epitope is NQKLIANQF. (4) The TCR CDR3 sequence is CASSLSLAGREQFF. Result: 0 (the TCR does not bind to the epitope). The epitope is RTLNAWVKV. (5) The epitope is YLNTLTLAV. The TCR CDR3 sequence is CASSQGGGGGAGELFF. Result: 0 (the TCR does not bind to the epitope). (6) The epitope is FTISVTTEIL. The TCR CDR3 sequence is CASSSPANEGTDTQYF. Result: 0 (the TCR does not bind to the epitope).